Predict the reactants needed to synthesize the given product. From a dataset of Retrosynthesis with 50K atom-mapped reactions and 10 reaction types from USPTO. (1) Given the product CC(C)(C)OC(=O)N1CCC(=C(C(=O)NN)c2ccccc2)CC1, predict the reactants needed to synthesize it. The reactants are: CC(C)(C)OC(=O)N1CCC(=C(C(=O)O)c2ccccc2)CC1.NN. (2) Given the product CN(Cc1nc2ccccc2n1CCCN1CCN(C(=O)OC(C)(C)C)CC1)C1CCCc2cccnc21, predict the reactants needed to synthesize it. The reactants are: CC(C)(C)OC(=O)N1CCN(CCCCl)CC1.CN(Cc1nc2ccccc2n1CCN1CCCCC1)C1CCCc2cccnc21.